Dataset: NCI-60 drug combinations with 297,098 pairs across 59 cell lines. Task: Regression. Given two drug SMILES strings and cell line genomic features, predict the synergy score measuring deviation from expected non-interaction effect. (1) Drug 1: COC1=C(C=C2C(=C1)N=CN=C2NC3=CC(=C(C=C3)F)Cl)OCCCN4CCOCC4. Drug 2: CC1=CC=C(C=C1)C2=CC(=NN2C3=CC=C(C=C3)S(=O)(=O)N)C(F)(F)F. Cell line: SK-MEL-28. Synergy scores: CSS=17.4, Synergy_ZIP=-1.75, Synergy_Bliss=1.25, Synergy_Loewe=-5.67, Synergy_HSA=-0.529. (2) Drug 1: CC1=CC=C(C=C1)C2=CC(=NN2C3=CC=C(C=C3)S(=O)(=O)N)C(F)(F)F. Drug 2: C1CCC(C(C1)N)N.C(=O)(C(=O)[O-])[O-].[Pt+4]. Synergy scores: CSS=6.21, Synergy_ZIP=-8.15, Synergy_Bliss=-3.53, Synergy_Loewe=-15.7, Synergy_HSA=-2.57. Cell line: T-47D. (3) Drug 1: CNC(=O)C1=CC=CC=C1SC2=CC3=C(C=C2)C(=NN3)C=CC4=CC=CC=N4. Drug 2: CC1=C(C=C(C=C1)NC2=NC=CC(=N2)N(C)C3=CC4=NN(C(=C4C=C3)C)C)S(=O)(=O)N.Cl. Cell line: NCI/ADR-RES. Synergy scores: CSS=3.24, Synergy_ZIP=2.29, Synergy_Bliss=4.65, Synergy_Loewe=4.05, Synergy_HSA=2.63.